Dataset: Forward reaction prediction with 1.9M reactions from USPTO patents (1976-2016). Task: Predict the product of the given reaction. (1) Given the reactants [C:1]([N:4]1[C:12]2[C:7](=[CH:8][C:9]([O:13][CH2:14][CH2:15]OS(C)(=O)=O)=[CH:10][CH:11]=2)[C:6]([CH2:21][C:22]([N:24]2[C@H:29]([C:30](=[O:41])[NH:31][CH2:32][C:33]3[CH:38]=[CH:37][CH:36]=[C:35]([Cl:39])[C:34]=3[F:40])[CH2:28][C@@H:27]3[C@H:25]2[CH2:26]3)=[O:23])=[CH:5]1)(=[O:3])[NH2:2].[CH3:42][NH:43][CH3:44], predict the reaction product. The product is: [Cl:39][C:35]1[C:34]([F:40])=[C:33]([CH:38]=[CH:37][CH:36]=1)[CH2:32][NH:31][C:30]([C@@H:29]1[CH2:28][C@@H:27]2[C@@H:25]([CH2:26]2)[N:24]1[C:22](=[O:23])[CH2:21][C:6]1[C:7]2[C:12](=[CH:11][CH:10]=[C:9]([O:13][CH2:14][CH2:15][N:43]([CH3:44])[CH3:42])[CH:8]=2)[N:4]([C:1]([NH2:2])=[O:3])[CH:5]=1)=[O:41]. (2) Given the reactants [F:1][C:2]1[CH:7]=[CH:6][C:5]([C:8](=[O:20])[CH2:9][CH2:10][CH2:11][C:12]([N:14]2[CH2:19][CH2:18][O:17][CH2:16][CH2:15]2)=[O:13])=[CH:4][CH:3]=1.B(Cl)(C1C(C)C2C(C)(C)C(C2)C1)C1C(C)C2C(C)(C)C(C2)C1, predict the reaction product. The product is: [F:1][C:2]1[CH:7]=[CH:6][C:5]([C:8](=[O:20])[CH2:9][CH2:10][CH2:11][CH:12]([OH:13])[N:14]2[CH2:19][CH2:18][O:17][CH2:16][CH2:15]2)=[CH:4][CH:3]=1. (3) Given the reactants [F:1][C:2]([F:38])([F:37])[C:3]1[CH:4]=[C:5]([CH:34]=[CH:35][CH:36]=1)[C:6]([NH:8][CH2:9][C:10]([NH:12][C@@H:13]1[CH2:17][CH2:16][N:15]([CH:18]2[CH2:23][CH2:22][N:21](C3C=CC(C(OC)=O)=CC=3)[CH2:20][CH2:19]2)[CH2:14]1)=[O:11])=[O:7].Br[C:40]1[CH:49]=[CH:48][C:43]([C:44]([O:46][CH3:47])=[O:45])=[CH:42][CH:41]=1, predict the reaction product. The product is: [F:37][C:2]([F:1])([F:38])[C:3]1[CH:4]=[C:5]([CH:34]=[CH:35][CH:36]=1)[C:6]([NH:8][CH2:9][C:10]([NH:12][C@@H:13]1[CH2:17][CH2:16][N:15]([CH:18]2[CH2:19][CH2:20][N:21]([C:42]3[CH:41]=[CH:40][CH:49]=[CH:48][C:43]=3[C:44]([O:46][CH3:47])=[O:45])[CH2:22][CH2:23]2)[CH2:14]1)=[O:11])=[O:7]. (4) Given the reactants [C:1]1([CH2:7][CH2:8][CH2:9][CH:10]([NH:20][C:21]([CH:23]2[CH2:28][CH2:27][CH2:26][N:25]([C:29]([CH:31]3[CH2:36][CH2:35][CH2:34][NH:33][CH2:32]3)=[O:30])[CH2:24]2)=[O:22])[CH2:11][CH2:12][CH2:13][C:14]2[CH:19]=[CH:18][CH:17]=[CH:16][CH:15]=2)[CH:6]=[CH:5][CH:4]=[CH:3][CH:2]=1.[O:37]1[CH2:39][C@@H:38]1[CH2:40][O:41][C:42]1[CH:51]=[CH:50][CH:49]=[C:48]2[C:43]=1[CH:44]=[CH:45][CH:46]=[N:47]2, predict the reaction product. The product is: [C:1]1([CH2:7][CH2:8][CH2:9][CH:10]([NH:20][C:21]([CH:23]2[CH2:28][CH2:27][CH2:26][N:25]([C:29]([CH:31]3[CH2:36][CH2:35][CH2:34][N:33]([CH2:39][C@@H:38]([OH:37])[CH2:40][O:41][C:42]4[CH:51]=[CH:50][CH:49]=[C:48]5[C:43]=4[CH:44]=[CH:45][CH:46]=[N:47]5)[CH2:32]3)=[O:30])[CH2:24]2)=[O:22])[CH2:11][CH2:12][CH2:13][C:14]2[CH:15]=[CH:16][CH:17]=[CH:18][CH:19]=2)[CH:2]=[CH:3][CH:4]=[CH:5][CH:6]=1.